Dataset: Peptide-MHC class II binding affinity with 134,281 pairs from IEDB. Task: Regression. Given a peptide amino acid sequence and an MHC pseudo amino acid sequence, predict their binding affinity value. This is MHC class II binding data. (1) The peptide sequence is HLCGSHLVEPL. The MHC is HLA-DQA10102-DQB10604 with pseudo-sequence HLA-DQA10102-DQB10604. The binding affinity (normalized) is 0. (2) The peptide sequence is KEYSHCAWTIVRVEI. The MHC is DRB1_1101 with pseudo-sequence DRB1_1101. The binding affinity (normalized) is 0.155. (3) The peptide sequence is TKETETEAPAAPAEG. The MHC is HLA-DPA10201-DPB10501 with pseudo-sequence HLA-DPA10201-DPB10501. The binding affinity (normalized) is 0. (4) The peptide sequence is RRIEEICMKVFAQYI. The MHC is DRB1_0701 with pseudo-sequence DRB1_0701. The binding affinity (normalized) is 0.763. (5) The peptide sequence is RYRRGRRANDKGDGE. The MHC is DRB1_0101 with pseudo-sequence DRB1_0101. The binding affinity (normalized) is 0.129. (6) The peptide sequence is LEAAVKQAYAATVAT. The MHC is DRB1_1302 with pseudo-sequence DRB1_1302. The binding affinity (normalized) is 0.560. (7) The peptide sequence is GLFNPMILAAGLIACDPNR. The MHC is DRB1_1101 with pseudo-sequence DRB1_1101. The binding affinity (normalized) is 0.323. (8) The peptide sequence is GANYFLQISRVNDLN. The MHC is DRB1_1201 with pseudo-sequence DRB1_1201. The binding affinity (normalized) is 0.574. (9) The peptide sequence is TLYGPQLSQKIVQIN. The MHC is HLA-DQA10201-DQB10202 with pseudo-sequence HLA-DQA10201-DQB10202. The binding affinity (normalized) is 0.186. (10) The peptide sequence is GITIKKTGQALVVGI. The binding affinity (normalized) is 0.156. The MHC is HLA-DQA10104-DQB10503 with pseudo-sequence HLA-DQA10104-DQB10503.